This data is from Full USPTO retrosynthesis dataset with 1.9M reactions from patents (1976-2016). The task is: Predict the reactants needed to synthesize the given product. (1) Given the product [CH2:6]([O:13][C:14]1[CH:19]=[CH:18][C:17]([N:20]2[C:28]3[C:23](=[CH:24][CH:25]=[CH:26][CH:27]=3)[C:22]([CH:34]=[O:35])=[C:21]2[CH3:29])=[CH:16][CH:15]=1)[C:7]1[CH:8]=[CH:9][CH:10]=[CH:11][CH:12]=1, predict the reactants needed to synthesize it. The reactants are: P(Cl)(Cl)(Cl)=O.[CH2:6]([O:13][C:14]1[CH:19]=[CH:18][C:17]([N:20]2[C:28]3[C:23](=[CH:24][CH:25]=[CH:26][CH:27]=3)[CH:22]=[C:21]2[CH3:29])=[CH:16][CH:15]=1)[C:7]1[CH:12]=[CH:11][CH:10]=[CH:9][CH:8]=1.[OH-].[Na+].CN(C)[CH:34]=[O:35]. (2) Given the product [F:1][C:2]1[CH:10]=[C:9]([C:11]2[CH:12]=[CH:13][C:14]3[O:18][C:17]([C:19]4[CH:24]=[CH:23][C:22]([F:25])=[CH:21][CH:20]=4)=[C:16]([C:26]([NH:27][CH3:28])=[O:29])[C:15]=3[CH:30]=2)[CH:8]=[C:4]([C:5](=[O:7])[NH:42][C:39]2([C:34]3[CH:35]=[CH:36][CH:37]=[CH:38][N:33]=3)[CH2:41][CH2:40]2)[CH:3]=1, predict the reactants needed to synthesize it. The reactants are: [F:1][C:2]1[CH:3]=[C:4]([CH:8]=[C:9]([C:11]2[CH:12]=[CH:13][C:14]3[O:18][C:17]([C:19]4[CH:24]=[CH:23][C:22]([F:25])=[CH:21][CH:20]=4)=[C:16]([C:26](=[O:29])[NH:27][CH3:28])[C:15]=3[CH:30]=2)[CH:10]=1)[C:5]([OH:7])=O.Cl.Cl.[N:33]1[CH:38]=[CH:37][CH:36]=[CH:35][C:34]=1[C:39]1([NH2:42])[CH2:41][CH2:40]1. (3) Given the product [CH3:21][C:22]1[CH:30]=[C:29]([CH3:31])[CH:28]=[CH:27][C:23]=1[C:24]([N:13]1[CH2:14][CH:15]2[CH:11]([CH2:10][N:9]([C:4]3[N:5]=[C:6]([CH3:8])[CH:7]=[C:2]([CH3:1])[N:3]=3)[CH2:16]2)[CH2:12]1)=[O:25], predict the reactants needed to synthesize it. The reactants are: [CH3:1][C:2]1[CH:7]=[C:6]([CH3:8])[N:5]=[C:4]([N:9]2[CH2:16][CH:15]3[CH:11]([CH2:12][NH:13][CH2:14]3)[CH2:10]2)[N:3]=1.CC(O)=O.[CH3:21][C:22]1[CH:30]=[C:29]([CH3:31])[CH:28]=[CH:27][C:23]=1[C:24](O)=[O:25]. (4) Given the product [F:24][C:21]1[CH:22]=[CH:23][C:18]([C:9]2[CH:10]=[CH:11][C:6]3[NH:5][C:4](=[O:15])[O:3][C:2]([CH3:16])([CH3:1])[C:7]=3[CH:8]=2)=[CH:19][CH:20]=1, predict the reactants needed to synthesize it. The reactants are: [CH3:1][C:2]1([CH3:16])[C:7]2[CH:8]=[C:9](B(O)O)[CH:10]=[CH:11][C:6]=2[NH:5][C:4](=[O:15])[O:3]1.Br[C:18]1[CH:23]=[CH:22][C:21]([F:24])=[CH:20][CH:19]=1. (5) Given the product [Si:5]([O:6][CH2:7][CH2:8][CH2:9][C:10]1[CH:11]=[C:12]2[C:17](=[CH:18][CH:19]=1)[N:16]=[C:15]([C:20]1[CH:21]=[N:22][CH:23]=[CH:24][CH:25]=1)[N:14]=[C:13]2[NH:26][C:27]1[CH:32]=[CH:31][C:30]([F:33])=[C:29]([Cl:34])[CH:28]=1)([C:1]([CH3:4])([CH3:2])[CH3:3])([CH3:36])[CH3:35], predict the reactants needed to synthesize it. The reactants are: [C:1]([Si:5]([CH3:36])([CH3:35])[O:6][CH2:7][C:8]#[C:9][C:10]1[CH:11]=[C:12]2[C:17](=[CH:18][CH:19]=1)[N:16]=[C:15]([C:20]1[CH:21]=[N:22][CH:23]=[CH:24][CH:25]=1)[N:14]=[C:13]2[NH:26][C:27]1[CH:32]=[CH:31][C:30]([F:33])=[C:29]([Cl:34])[CH:28]=1)([CH3:4])([CH3:3])[CH3:2]. (6) The reactants are: [F:1][C:2]1[CH:7]=[CH:6][C:5]([NH:8][C:9]2[C:14]([C:15]([N:17]3[CH2:22][CH2:21][CH:20]([C:23]4[CH:28]=[CH:27][C:26]([F:29])=[CH:25][CH:24]=4)[CH2:19][CH2:18]3)=[O:16])=[CH:13][N:12]=[C:11]([S:30]([OH:33])(=[O:32])=O)[CH:10]=2)=[C:4]([CH3:34])[CH:3]=1.[CH3:35][C:36]1[CH:40]=[C:39]([NH2:41])[O:38][N:37]=1. Given the product [F:1][C:2]1[CH:7]=[CH:6][C:5]([NH:8][C:9]2[C:14]([C:15]([N:17]3[CH2:22][CH2:21][CH:20]([C:23]4[CH:24]=[CH:25][C:26]([F:29])=[CH:27][CH:28]=4)[CH2:19][CH2:18]3)=[O:16])=[CH:13][N:12]=[C:11]([S:30]([NH:41][C:39]3[O:38][N:37]=[C:36]([CH3:35])[CH:40]=3)(=[O:33])=[O:32])[CH:10]=2)=[C:4]([CH3:34])[CH:3]=1, predict the reactants needed to synthesize it. (7) Given the product [O:70]=[CH:71][C@H:72]([C@@H:73]([C@@H:74]([C@H:75]([CH3:77])[OH:76])[OH:79])[OH:80])[OH:82], predict the reactants needed to synthesize it. The reactants are: CN(C1C2N=CN([C@@H]3O[C@H](CO)[C@@H](NC([C@@H](N)CC4C=CC(OC)=CC=4)=O)[C@H]3O)C=2N=CN=1)C.B(O)(O)C1C=CC=C(NS(C2C3C=CC=C(N(C)C)C=3C=CC=2)(=O)=O)C=1.CN[C@H]1[C@H](O)[C@@H]([O:70][C@H:71]2[O:76][C@H:75]([CH2:77]O)[C@H:74]([OH:79])[C@@H:73]3[O:80][C@]4(O[C@H]([C@H](N)CO)[C@H](O)[C@H](O)[C@H]4O)[O:82][C@@H:72]23)[C@H](O)[C@@H](N)C1.C(=O)=O. (8) Given the product [NH2:7][CH2:6][C:5]1[CH:8]=[CH:9][C:2]([Cl:1])=[CH:3][C:4]=1[O:15][CH2:14][CH2:13][N:12]([CH3:16])[CH3:11], predict the reactants needed to synthesize it. The reactants are: [Cl:1][C:2]1[CH:9]=[CH:8][C:5]([C:6]#[N:7])=[C:4](F)[CH:3]=1.[CH3:11][N:12]([CH3:16])[CH2:13][CH2:14][OH:15].